Dataset: Forward reaction prediction with 1.9M reactions from USPTO patents (1976-2016). Task: Predict the product of the given reaction. The product is: [F:13][CH:12]([F:14])[O:11][C:3]1[CH:4]=[C:5]([N+:8]([O-:10])=[O:9])[CH:6]=[CH:7][C:2]=1[N:21]1[CH2:22][CH2:23][N:18]([CH:16]([CH3:17])[CH3:15])[CH2:19][CH2:20]1. Given the reactants Br[C:2]1[CH:7]=[CH:6][C:5]([N+:8]([O-:10])=[O:9])=[CH:4][C:3]=1[O:11][CH:12]([F:14])[F:13].[CH3:15][CH:16]([N:18]1[CH2:23][CH2:22][NH:21][CH2:20][CH2:19]1)[CH3:17].C([O-])([O-])=O.[K+].[K+].Cl, predict the reaction product.